This data is from Full USPTO retrosynthesis dataset with 1.9M reactions from patents (1976-2016). The task is: Predict the reactants needed to synthesize the given product. Given the product [Cl:24][C:20]1[CH:19]=[C:18]2[C:23]([C:14]([N:11]3[CH2:10][CH2:9][N:8]([C:6]([NH:11][C:14]4[CH:23]=[CH:26][C:28]([F:31])=[CH:16][CH:15]=4)=[O:5])[CH2:13][CH2:12]3)=[CH:15][C:16](=[O:25])[NH:17]2)=[CH:22][CH:21]=1, predict the reactants needed to synthesize it. The reactants are: C([O:5][C:6]([N:8]1[CH2:13][CH2:12][N:11]([C:14]2[C:23]3[C:18](=[CH:19][C:20]([Cl:24])=[CH:21][CH:22]=3)[NH:17][C:16](=[O:25])[CH:15]=2)[CH2:10][CH2:9]1)=O)(C)(C)C.[C:26](O)([C:28]([F:31])(F)F)=O.C(Cl)Cl.